This data is from Reaction yield outcomes from USPTO patents with 853,638 reactions. The task is: Predict the reaction yield, written as a fraction of the theoretical maximum amount of product (1.0 means a 100% yield; for example, 0.34 means a 34% yield). (1) The reactants are [Cl:1][C:2]1[CH:10]=[C:9]2[C:5]([C:6]([C:11]([O:13]C)=[O:12])=[CH:7][NH:8]2)=[CH:4][C:3]=1[C:15]1[CH:20]=[CH:19][C:18]([C:21]2([OH:25])[CH2:24][O:23][CH2:22]2)=[C:17]([O:26][CH3:27])[CH:16]=1.[OH-].[Na+]. The catalyst is CO. The product is [Cl:1][C:2]1[CH:10]=[C:9]2[C:5]([C:6]([C:11]([OH:13])=[O:12])=[CH:7][NH:8]2)=[CH:4][C:3]=1[C:15]1[CH:20]=[CH:19][C:18]([C:21]2([OH:25])[CH2:24][O:23][CH2:22]2)=[C:17]([O:26][CH3:27])[CH:16]=1. The yield is 0.175. (2) The reactants are [F:1][C:2]([F:31])([F:30])[O:3][C:4]1[CH:29]=[CH:28][CH:27]=[CH:26][C:5]=1[CH2:6][N:7]1[CH2:12][CH2:11][NH:10][C:9]2[N:13]=[CH:14][C:15]([C:17]3[CH:25]=[CH:24][C:20]([C:21]([OH:23])=O)=[CH:19][CH:18]=3)=[CH:16][C:8]1=2.[N:32]1([CH:37]2[CH2:42][CH2:41][NH:40][CH2:39][CH2:38]2)[CH2:36][CH2:35][CH2:34][CH2:33]1. No catalyst specified. The product is [N:32]1([CH:37]2[CH2:42][CH2:41][N:40]([C:21]([C:20]3[CH:24]=[CH:25][C:17]([C:15]4[CH:14]=[N:13][C:9]5[NH:10][CH2:11][CH2:12][N:7]([CH2:6][C:5]6[CH:26]=[CH:27][CH:28]=[CH:29][C:4]=6[O:3][C:2]([F:30])([F:31])[F:1])[C:8]=5[CH:16]=4)=[CH:18][CH:19]=3)=[O:23])[CH2:39][CH2:38]2)[CH2:36][CH2:35][CH2:34][CH2:33]1. The yield is 0.650. (3) The reactants are [C:1](Cl)(Cl)=[S:2].[NH2:5][C:6]1[CH:14]=[CH:13][C:9]([C:10]([NH2:12])=[O:11])=[CH:8][C:7]=1[CH3:15]. The catalyst is O1CCCC1.C(=O)([O-])O.[Na+]. The product is [N:5]([C:6]1[CH:14]=[CH:13][C:9]([C:10]([NH2:12])=[O:11])=[CH:8][C:7]=1[CH3:15])=[C:1]=[S:2]. The yield is 0.910. (4) The reactants are C([O:3][C:4]([C:6]1[S:7][C:8]2[C:17]([N:18]=1)=[CH:16][C:15]1[CH2:14][CH:13]([C:19]([CH3:22])([CH3:21])[CH3:20])[CH2:12][CH2:11][C:10]=1[N:9]=2)=O)C.[NH3:23]. The catalyst is CO. The product is [C:19]([CH:13]1[CH2:12][CH2:11][C:10]2[N:9]=[C:8]3[S:7][C:6]([C:4]([NH2:23])=[O:3])=[N:18][C:17]3=[CH:16][C:15]=2[CH2:14]1)([CH3:21])([CH3:20])[CH3:22]. The yield is 0.540. (5) The reactants are [N:1]1[CH:6]=[CH:5][CH:4]=[CH:3][C:2]=1[S:7][C:8]1[CH:13]=[CH:12][C:11]([N+:14]([O-])=O)=[CH:10][CH:9]=1.C([O-])([O-])=O.[K+].[K+]. The catalyst is CC(O)=O.CCOC(C)=O.O.[Fe]. The product is [N:1]1[CH:6]=[CH:5][CH:4]=[CH:3][C:2]=1[S:7][C:8]1[CH:13]=[CH:12][C:11]([NH2:14])=[CH:10][CH:9]=1. The yield is 0.700. (6) The reactants are [CH2:1]([O:8][C:9]1[CH:10]=[CH:11][C:12]([OH:19])=[C:13]([CH:18]=1)[C:14]([O:16][CH3:17])=[O:15])[C:2]1[CH:7]=[CH:6][CH:5]=[CH:4][CH:3]=1.[C:20]([O-])([O-])=O.[K+].[K+].IC.O. The catalyst is CN(C=O)C. The product is [CH2:1]([O:8][C:9]1[CH:10]=[CH:11][C:12]([O:19][CH3:20])=[C:13]([CH:18]=1)[C:14]([O:16][CH3:17])=[O:15])[C:2]1[CH:3]=[CH:4][CH:5]=[CH:6][CH:7]=1. The yield is 0.980. (7) The catalyst is CN(C=O)C.CCOC(C)=O. The reactants are [N-:1]=[N+:2]=[N-:3].[Na+].[C:5]([O:9][C:10](=[O:27])[C:11]1[C:16]([NH:17][C:18]2[CH:23]=[CH:22][C:21]([Br:24])=[CH:20][C:19]=2[Cl:25])=[CH:15][C:14](Cl)=[N:13][CH:12]=1)([CH3:8])([CH3:7])[CH3:6]. The yield is 0.430. The product is [C:5]([O:9][C:10](=[O:27])[C:11]1[C:16]([NH:17][C:18]2[CH:23]=[CH:22][C:21]([Br:24])=[CH:20][C:19]=2[Cl:25])=[CH:15][C:14]([N:1]=[N+:2]=[N-:3])=[N:13][CH:12]=1)([CH3:8])([CH3:6])[CH3:7]. (8) The reactants are [CH3:1][O:2][C:3]1[CH:4]=[C:5]2[C:10](=[CH:11][C:12]=1[O:13][CH3:14])[N:9]=[CH:8][CH:7]=[C:6]2[O:15][C:16]1[CH:22]=[CH:21][C:19]([NH2:20])=[C:18]([N+:23]([O-:25])=[O:24])[CH:17]=1.ClC(Cl)(O[C:30](=[O:36])OC(Cl)(Cl)Cl)Cl.[CH2:38]([NH2:41])[CH2:39][CH3:40].C(=O)([O-])O.[Na+]. The catalyst is C(Cl)(Cl)Cl.C(N(CC)CC)C. The product is [CH3:1][O:2][C:3]1[CH:4]=[C:5]2[C:10](=[CH:11][C:12]=1[O:13][CH3:14])[N:9]=[CH:8][CH:7]=[C:6]2[O:15][C:16]1[CH:22]=[CH:21][C:19]([NH:20][C:30]([NH:41][CH2:38][CH2:39][CH3:40])=[O:36])=[C:18]([N+:23]([O-:25])=[O:24])[CH:17]=1. The yield is 0.860. (9) The reactants are C[Si](Cl)(C)C.Br[CH2:7][C:8]([O:10][CH2:11][CH3:12])=[O:9].[CH3:13][O:14][CH2:15][C:16]1[CH:23]=[C:22]([O:24][CH:25]2[CH2:30][CH2:29][CH2:28][CH2:27][O:26]2)[CH:21]=[C:20]([B:31]2[O:35][C:34](C)(C)C(C)(C)[O:32]2)[C:17]=1C=O. The catalyst is C1COCC1.[Zn]. The product is [CH2:11]([O:10][C:8](=[O:9])[CH2:7][CH:34]1[O:35][B:31]([OH:32])[C:20]2[CH:21]=[C:22]([O:24][CH:25]3[CH2:30][CH2:29][CH2:28][CH2:27][O:26]3)[CH:23]=[C:16]([CH2:15][O:14][CH3:13])[C:17]1=2)[CH3:12]. The yield is 0.670.